This data is from CYP2D6 inhibition data for predicting drug metabolism from PubChem BioAssay. The task is: Regression/Classification. Given a drug SMILES string, predict its absorption, distribution, metabolism, or excretion properties. Task type varies by dataset: regression for continuous measurements (e.g., permeability, clearance, half-life) or binary classification for categorical outcomes (e.g., BBB penetration, CYP inhibition). Dataset: cyp2d6_veith. (1) The drug is CCNC(=S)NC1CC2CCCC(C1)N2Cc1ccco1. The result is 1 (inhibitor). (2) The compound is Cc1[nH]c(C)c(CN(C)C)c1CN(C)C. The result is 0 (non-inhibitor). (3) The molecule is Cc1nnsc1SC(C)C(=O)O. The result is 0 (non-inhibitor). (4) The drug is COc1ccc(NC(=O)N2CCC(C(=O)c3ccc(F)cc3)CC2)cc1. The result is 0 (non-inhibitor).